From a dataset of Forward reaction prediction with 1.9M reactions from USPTO patents (1976-2016). Predict the product of the given reaction. (1) The product is: [Cl:1][C:2]1[C:3](=[O:23])[N:4]([CH2:9][C:10]([C:12]2[CH:17]=[CH:16][C:15]([N:18]([CH2:21][CH3:22])[CH2:19][CH3:20])=[CH:14][CH:13]=2)=[O:11])[N:5]=[CH:6][C:7]=1[NH:33][C:27]12[CH2:28][CH:29]3[CH2:32][CH:25]([CH2:24][CH:31]1[CH2:30]3)[CH2:26]2. Given the reactants [Cl:1][C:2]1[C:3](=[O:23])[N:4]([CH2:9][C:10]([C:12]2[CH:17]=[CH:16][C:15]([N:18]([CH2:21][CH3:22])[CH2:19][CH3:20])=[CH:14][CH:13]=2)=[O:11])[N:5]=[CH:6][C:7]=1Cl.[CH2:24]1[CH:31]2[C:27]3([NH2:33])[CH2:28][CH:29]([CH2:32][CH:25]1[CH2:26]3)[CH2:30]2.C(N(CC)CC)C.[Cl-].[NH4+], predict the reaction product. (2) The product is: [CH:29]1([N:17]2[CH2:18][CH2:19][C:13]3[CH:12]=[C:11]([CH2:10][S:7]([C:1]4[CH:6]=[CH:5][CH:4]=[CH:3][CH:2]=4)(=[O:9])=[O:8])[CH:21]=[CH:20][C:14]=3[CH2:15][CH2:16]2)[CH2:32][CH2:31][CH2:30]1. Given the reactants [C:1]1([S:7]([CH2:10][C:11]2[CH:21]=[CH:20][C:14]3[CH2:15][CH2:16][NH:17][CH2:18][CH2:19][C:13]=3[CH:12]=2)(=[O:9])=[O:8])[CH:6]=[CH:5][CH:4]=[CH:3][CH:2]=1.C(N(CC)CC)C.[C:29]1(=O)[CH2:32][CH2:31][CH2:30]1.[Na].C(O)(=O)C, predict the reaction product. (3) Given the reactants [BH-](OC(C)=O)(OC(C)=O)OC(C)=O.[Na+].[C:15]([N:34]1[CH:38]=[C:37]([CH:39]=O)[N:36]=[CH:35]1)([C:28]1[CH:33]=[CH:32][CH:31]=[CH:30][CH:29]=1)([C:22]1[CH:27]=[CH:26][CH:25]=[CH:24][CH:23]=1)[C:16]1[CH:21]=[CH:20][CH:19]=[CH:18][CH:17]=1.[F:41][C:42]1[CH:49]=[CH:48][C:45]([CH2:46][NH2:47])=[CH:44][CH:43]=1, predict the reaction product. The product is: [F:41][C:42]1[CH:49]=[CH:48][C:45]([CH2:46][NH:47][CH2:39][C:37]2[N:36]=[CH:35][N:34]([C:15]([C:28]3[CH:33]=[CH:32][CH:31]=[CH:30][CH:29]=3)([C:22]3[CH:27]=[CH:26][CH:25]=[CH:24][CH:23]=3)[C:16]3[CH:21]=[CH:20][CH:19]=[CH:18][CH:17]=3)[CH:38]=2)=[CH:44][CH:43]=1. (4) Given the reactants [N:1]1C(C=O)=C[C:4](C=O)=[CH:3][C:2]=1[CH:11]=O.[C:26]1(P([C:26]2[CH:31]=[CH:30][CH:29]=[CH:28][CH:27]=2)[C:26]2[CH:31]=[CH:30][CH:29]=[CH:28][CH:27]=2)[CH:31]=[CH:30][CH:29]=[CH:28][CH:27]=1.[CH2:32]([Li])CCC, predict the reaction product. The product is: [CH:3]([C:2]1[CH:11]=[C:28]([CH:27]=[CH2:32])[CH:29]=[C:30]([CH:31]=[CH2:26])[N:1]=1)=[CH2:4]. (5) Given the reactants Cl.[NH2:2][CH2:3][CH2:4][NH:5][C:6](=[O:16])[CH2:7]/[CH:8]=[CH:9]/[C:10]1[CH:11]=[N:12][CH:13]=[CH:14][CH:15]=1.[C:17](O)(=[O:39])[CH2:18][CH2:19]/[CH:20]=[CH:21]\[CH2:22]/[CH:23]=[CH:24]\[CH2:25]/[CH:26]=[CH:27]\[CH2:28]/[CH:29]=[CH:30]\[CH2:31]/[CH:32]=[CH:33]\[CH2:34]/[CH:35]=[CH:36]\[CH2:37][CH3:38].CN(C(ON1N=NC2C=CC=NC1=2)=[N+](C)C)C.F[P-](F)(F)(F)(F)F.CCN(C(C)C)C(C)C, predict the reaction product. The product is: [N:12]1[CH:13]=[CH:14][CH:15]=[C:10](/[CH:9]=[CH:8]/[CH2:7][C:6]([NH:5][CH2:4][CH2:3][NH:2][C:17](=[O:39])[CH2:18][CH2:19]/[CH:20]=[CH:21]\[CH2:22]/[CH:23]=[CH:24]\[CH2:25]/[CH:26]=[CH:27]\[CH2:28]/[CH:29]=[CH:30]\[CH2:31]/[CH:32]=[CH:33]\[CH2:34]/[CH:35]=[CH:36]\[CH2:37][CH3:38])=[O:16])[CH:11]=1.